Predict the product of the given reaction. From a dataset of Forward reaction prediction with 1.9M reactions from USPTO patents (1976-2016). (1) Given the reactants [CH2:1]([S:3]([C:6]1[CH:21]=[CH:20][C:19]([N+:22]([O-])=O)=[CH:18][C:7]=1[CH2:8][N:9]([CH3:17])[C:10](=[O:16])[O:11][C:12]([CH3:15])([CH3:14])[CH3:13])(=[O:5])=[O:4])[CH3:2], predict the reaction product. The product is: [NH2:22][C:19]1[CH:20]=[CH:21][C:6]([S:3]([CH2:1][CH3:2])(=[O:5])=[O:4])=[C:7]([CH:18]=1)[CH2:8][N:9]([CH3:17])[C:10](=[O:16])[O:11][C:12]([CH3:13])([CH3:14])[CH3:15]. (2) Given the reactants [O:1]=[C:2]1[NH:10][C:5]2[N:6]=[CH:7][N:8]=[CH:9][C:4]=2[C@:3]21[CH2:18][C:17]1[C:12](=[CH:13][CH:14]=[C:15]([C:19]([O:21]C)=[O:20])[CH:16]=1)[CH2:11]2.[ClH:23].[CH2:24]([N:26]([CH2:29][CH3:30])[CH2:27][CH3:28])[CH3:25].[Li+:31].[OH-].Cl, predict the reaction product. The product is: [O:1]=[C:2]1[NH:10][C:5]2[N:6]=[CH:7][N:8]=[CH:9][C:4]=2[C@:3]21[CH2:18][C:17]1[C:12](=[CH:13][CH:14]=[C:15]([C:19]([OH:21])=[O:20])[CH:16]=1)[CH2:11]2.[Cl-:23].[Li+:31].[ClH:23].[CH2:24]([N:26]([CH2:29][CH3:30])[CH2:27][CH3:28])[CH3:25]. (3) Given the reactants [O:1]=[C:2]1[CH:11]=[CH:10][C:9]2[CH2:8][N:7]([C:12]([O:14][C:15]([CH3:18])([CH3:17])[CH3:16])=[O:13])[CH2:6][CH2:5][C:4]=2[NH:3]1.CS(O[CH:24]1[CH2:29][CH2:28][N:27]([CH:30]2[CH2:33][CH2:32][CH2:31]2)[CH2:26][CH2:25]1)(=O)=O.[H-].[Na+], predict the reaction product. The product is: [CH:30]1([N:27]2[CH2:28][CH2:29][CH:24]([O:1][C:2]3[CH:11]=[CH:10][C:9]4[CH2:8][N:7]([C:12]([O:14][C:15]([CH3:18])([CH3:17])[CH3:16])=[O:13])[CH2:6][CH2:5][C:4]=4[N:3]=3)[CH2:25][CH2:26]2)[CH2:33][CH2:32][CH2:31]1. (4) Given the reactants Cl[C:2]1[CH:7]=[C:6]([C:8]2[CH:13]=[CH:12][CH:11]=[CH:10][C:9]=2[O:14][C:15]2[CH:20]=[CH:19][CH:18]=[CH:17][CH:16]=2)[N:5]=[C:4]([NH2:21])[N:3]=1.[Cl:22][C:23]1[CH:29]=[CH:28][C:26]([NH2:27])=[CH:25][CH:24]=1, predict the reaction product. The product is: [Cl:22][C:23]1[CH:29]=[CH:28][C:26]([NH:27][C:2]2[CH:7]=[C:6]([C:8]3[CH:13]=[CH:12][CH:11]=[CH:10][C:9]=3[O:14][C:15]3[CH:20]=[CH:19][CH:18]=[CH:17][CH:16]=3)[N:5]=[C:4]([NH2:21])[N:3]=2)=[CH:25][CH:24]=1. (5) Given the reactants [F:1][C:2]1[CH:7]=[CH:6][CH:5]=[CH:4][C:3]=1[C:8]1[C:20]2[C:19]3[C:14](=[CH:15][C:16](C=O)=[CH:17][CH:18]=3)[NH:13][C:12]=2[C:11]([C:23]([NH2:25])=[O:24])=[CH:10][CH:9]=1.OO.S(=O)(=O)(O)[OH:29].[OH-].[Na+], predict the reaction product. The product is: [F:1][C:2]1[CH:7]=[CH:6][CH:5]=[CH:4][C:3]=1[C:8]1[C:20]2[C:19]3[C:14](=[CH:15][C:16]([OH:29])=[CH:17][CH:18]=3)[NH:13][C:12]=2[C:11]([C:23]([NH2:25])=[O:24])=[CH:10][CH:9]=1.